From a dataset of Catalyst prediction with 721,799 reactions and 888 catalyst types from USPTO. Predict which catalyst facilitates the given reaction. (1) Reactant: [C:1]([O:5][C:6]([N:8]1[CH2:12][C@H:11]([F:13])[CH2:10][C@H:9]1[C:14]([NH:16][CH2:17][C:18]1[N:23]=[CH:22][C:21]([C:24]([OH:26])=O)=[C:20]([C:27]2[CH:28]=[N:29][C:30]([C:33]([F:36])([F:35])[F:34])=[CH:31][CH:32]=2)[CH:19]=1)=[O:15])=[O:7])([CH3:4])([CH3:3])[CH3:2].[NH4+].[Cl-].C[N:40](C(ON1N=NC2C=CC=NC1=2)=[N+](C)C)C.F[P-](F)(F)(F)(F)F.CCN(C(C)C)C(C)C. Product: [C:24]([C:21]1[C:20]([C:27]2[CH:28]=[N:29][C:30]([C:33]([F:36])([F:35])[F:34])=[CH:31][CH:32]=2)=[CH:19][C:18]([CH2:17][NH:16][C:14]([C@@H:9]2[CH2:10][C@@H:11]([F:13])[CH2:12][N:8]2[C:6]([O:5][C:1]([CH3:2])([CH3:3])[CH3:4])=[O:7])=[O:15])=[N:23][CH:22]=1)(=[O:26])[NH2:40]. The catalyst class is: 30. (2) Reactant: [CH3:1][O:2][C:3](=[NH:8])[CH2:4][CH2:5][C:6]#[CH:7].N[C:10]1[CH:15]=[C:14]([Cl:16])[CH:13]=[CH:12]C=1O. Product: [CH2:4]([C:3]1[O:2][C:1]2[CH:10]=[CH:15][C:14]([Cl:16])=[CH:13][C:12]=2[N:8]=1)[CH2:5][C:6]#[CH:7]. The catalyst class is: 68.